Dataset: Forward reaction prediction with 1.9M reactions from USPTO patents (1976-2016). Task: Predict the product of the given reaction. Given the reactants [Cl:1][C:2]1[CH:3]=[C:4]([OH:16])[CH:5]=[C:6]([Cl:15])[C:7]=1[CH2:8][N:9]1[CH2:14][CH2:13][CH2:12][CH2:11][CH2:10]1.N1C=CC=CC=1.[F:23][C:24]([F:30])([F:29])[S:25](Cl)(=[O:27])=[O:26], predict the reaction product. The product is: [Cl:1][C:2]1[CH:3]=[C:4]([O:16][S:25]([C:24]([F:30])([F:29])[F:23])(=[O:27])=[O:26])[CH:5]=[C:6]([Cl:15])[C:7]=1[CH2:8][N:9]1[CH2:10][CH2:11][CH2:12][CH2:13][CH2:14]1.